The task is: Regression. Given two drug SMILES strings and cell line genomic features, predict the synergy score measuring deviation from expected non-interaction effect.. This data is from NCI-60 drug combinations with 297,098 pairs across 59 cell lines. (1) Drug 1: C1=NC2=C(N1)C(=S)N=C(N2)N. Drug 2: N.N.Cl[Pt+2]Cl. Cell line: BT-549. Synergy scores: CSS=-0.335, Synergy_ZIP=-4.18, Synergy_Bliss=-2.94, Synergy_Loewe=-14.0, Synergy_HSA=-3.86. (2) Drug 1: CCCS(=O)(=O)NC1=C(C(=C(C=C1)F)C(=O)C2=CNC3=C2C=C(C=N3)C4=CC=C(C=C4)Cl)F. Drug 2: CC1C(C(CC(O1)OC2CC(CC3=C2C(=C4C(=C3O)C(=O)C5=C(C4=O)C(=CC=C5)OC)O)(C(=O)C)O)N)O.Cl. Cell line: MCF7. Synergy scores: CSS=33.5, Synergy_ZIP=6.20, Synergy_Bliss=10.7, Synergy_Loewe=-23.3, Synergy_HSA=9.33. (3) Drug 1: CCCS(=O)(=O)NC1=C(C(=C(C=C1)F)C(=O)C2=CNC3=C2C=C(C=N3)C4=CC=C(C=C4)Cl)F. Drug 2: C1=NC2=C(N1)C(=S)N=CN2. Cell line: U251. Synergy scores: CSS=10.8, Synergy_ZIP=-10.5, Synergy_Bliss=-13.9, Synergy_Loewe=-37.5, Synergy_HSA=-13.4. (4) Drug 1: CC1=C2C(C(=O)C3(C(CC4C(C3C(C(C2(C)C)(CC1OC(=O)C(C(C5=CC=CC=C5)NC(=O)C6=CC=CC=C6)O)O)OC(=O)C7=CC=CC=C7)(CO4)OC(=O)C)O)C)OC(=O)C. Drug 2: CC12CCC3C(C1CCC2O)C(CC4=C3C=CC(=C4)O)CCCCCCCCCS(=O)CCCC(C(F)(F)F)(F)F. Cell line: SNB-19. Synergy scores: CSS=-1.67, Synergy_ZIP=1.30, Synergy_Bliss=-0.392, Synergy_Loewe=-1.39, Synergy_HSA=-2.22. (5) Drug 1: COC1=CC(=CC(=C1O)OC)C2C3C(COC3=O)C(C4=CC5=C(C=C24)OCO5)OC6C(C(C7C(O6)COC(O7)C8=CC=CS8)O)O. Drug 2: C1CN(P(=O)(OC1)NCCCl)CCCl. Cell line: K-562. Synergy scores: CSS=39.3, Synergy_ZIP=2.84, Synergy_Bliss=3.27, Synergy_Loewe=-56.6, Synergy_HSA=1.91. (6) Drug 1: CC1C(C(CC(O1)OC2CC(CC3=C2C(=C4C(=C3O)C(=O)C5=C(C4=O)C(=CC=C5)OC)O)(C(=O)CO)O)N)O.Cl. Drug 2: CC(C)NC(=O)C1=CC=C(C=C1)CNNC.Cl. Cell line: HOP-62. Synergy scores: CSS=6.08, Synergy_ZIP=9.46, Synergy_Bliss=11.5, Synergy_Loewe=11.3, Synergy_HSA=8.22. (7) Drug 1: CNC(=O)C1=CC=CC=C1SC2=CC3=C(C=C2)C(=NN3)C=CC4=CC=CC=N4. Synergy scores: CSS=0.403, Synergy_ZIP=-0.0257, Synergy_Bliss=0.542, Synergy_Loewe=-3.14, Synergy_HSA=-1.19. Drug 2: CN(C)N=NC1=C(NC=N1)C(=O)N. Cell line: TK-10. (8) Drug 1: C1C(C(OC1N2C=NC(=NC2=O)N)CO)O. Drug 2: CC1C(C(CC(O1)OC2CC(CC3=C2C(=C4C(=C3O)C(=O)C5=CC=CC=C5C4=O)O)(C(=O)C)O)N)O. Cell line: MCF7. Synergy scores: CSS=40.8, Synergy_ZIP=-3.93, Synergy_Bliss=-1.24, Synergy_Loewe=2.66, Synergy_HSA=3.22. (9) Drug 1: C1C(C(OC1N2C=NC(=NC2=O)N)CO)O. Drug 2: CC12CCC3C(C1CCC2OP(=O)(O)O)CCC4=C3C=CC(=C4)OC(=O)N(CCCl)CCCl.[Na+]. Cell line: SR. Synergy scores: CSS=42.0, Synergy_ZIP=3.00, Synergy_Bliss=3.31, Synergy_Loewe=-0.498, Synergy_HSA=7.42. (10) Drug 1: CCC1=C2CN3C(=CC4=C(C3=O)COC(=O)C4(CC)O)C2=NC5=C1C=C(C=C5)O. Cell line: A498. Synergy scores: CSS=38.8, Synergy_ZIP=0.146, Synergy_Bliss=2.50, Synergy_Loewe=2.87, Synergy_HSA=4.19. Drug 2: CCCCC(=O)OCC(=O)C1(CC(C2=C(C1)C(=C3C(=C2O)C(=O)C4=C(C3=O)C=CC=C4OC)O)OC5CC(C(C(O5)C)O)NC(=O)C(F)(F)F)O.